Predict the product of the given reaction. From a dataset of Forward reaction prediction with 1.9M reactions from USPTO patents (1976-2016). (1) Given the reactants [F:1][C:2]([F:44])([F:43])[C:3]1[CH:4]=[C:5]([CH:40]=[CH:41][CH:42]=1)[CH2:6][NH:7][C:8]([C:10]1[CH:15]=[CH:14][N:13]=[C:12]([C:16]2[CH:21]=[C:20]([N:22]3[CH2:27][CH2:26][CH2:25][CH2:24][CH2:23]3)[CH:19]=[CH:18][C:17]=2[NH:28][C:29]([C:31]2[CH:32]=[C:33]([CH:37]=[CH:38][CH:39]=2)[C:34]([OH:36])=O)=[O:30])[CH:11]=1)=[O:9].FC(F)(F)C1C=C(C=CC=1)CNC(C1C=CN=C(C2C=C(N3CCCCC3)C=CC=2NC(=O)C2C=CC=C(C(N(CCC(NCCOC)=O)C)=O)C=2)C=1)=O.[CH3:99][NH:100][CH2:101][CH2:102][O:103][CH2:104][CH2:105][OH:106], predict the reaction product. The product is: [OH:106][CH2:105][CH2:104][O:103][CH2:102][CH2:101][N:100]([CH3:99])[C:34](=[O:36])[C:33]1[CH:37]=[CH:38][CH:39]=[C:31]([C:29]([NH:28][C:17]2[CH:18]=[CH:19][C:20]([N:22]3[CH2:23][CH2:24][CH2:25][CH2:26][CH2:27]3)=[CH:21][C:16]=2[C:12]2[CH:11]=[C:10]([C:8](=[O:9])[NH:7][CH2:6][C:5]3[CH:40]=[CH:41][CH:42]=[C:3]([C:2]([F:1])([F:43])[F:44])[CH:4]=3)[CH:15]=[CH:14][N:13]=2)=[O:30])[CH:32]=1. (2) The product is: [C:25]([O:24][C:22](=[O:23])[CH2:21][N:3]1[C:4]2[C:9](=[CH:8][CH:7]=[C:6]([C:17]([O:19][CH3:20])=[O:18])[CH:5]=2)[C:10]([CH:11]2[CH2:16][CH2:15][CH2:14][CH2:13][CH2:12]2)=[C:2]1[C:38]1[CH:39]=[CH:40][CH:41]=[CH:42][C:37]=1[CH:35]=[O:36])([CH3:28])([CH3:27])[CH3:26]. Given the reactants Br[C:2]1[N:3]([CH2:21][C:22]([O:24][C:25]([CH3:28])([CH3:27])[CH3:26])=[O:23])[C:4]2[C:9]([C:10]=1[CH:11]1[CH2:16][CH2:15][CH2:14][CH2:13][CH2:12]1)=[CH:8][CH:7]=[C:6]([C:17]([O:19][CH3:20])=[O:18])[CH:5]=2.C([O-])([O-])=O.[Na+].[Na+].[CH:35]([C:37]1[CH:42]=[CH:41][CH:40]=[CH:39][C:38]=1B(O)O)=[O:36], predict the reaction product. (3) Given the reactants [N+:1]([C:4]1[CH:5]=[C:6]([C@H:28]2[CH2:33][CH2:32][C@H:31]([CH2:34][C:35]([O:37][CH3:38])=[O:36])[CH2:30][CH2:29]2)[CH:7]=[CH:8][C:9]=1[NH:10][C:11]([C:13]1[O:14][C:15]([NH:18][C:19]2[CH:24]=[C:23]([F:25])[C:22]([F:26])=[CH:21][C:20]=2[F:27])=[N:16][N:17]=1)=[O:12])([O-])=O.CO.O1CCOCC1, predict the reaction product. The product is: [NH2:1][C:4]1[CH:5]=[C:6]([C@H:28]2[CH2:29][CH2:30][C@H:31]([CH2:34][C:35]([O:37][CH3:38])=[O:36])[CH2:32][CH2:33]2)[CH:7]=[CH:8][C:9]=1[NH:10][C:11]([C:13]1[O:14][C:15]([NH:18][C:19]2[CH:24]=[C:23]([F:25])[C:22]([F:26])=[CH:21][C:20]=2[F:27])=[N:16][N:17]=1)=[O:12]. (4) Given the reactants Br[CH2:2][CH2:3][CH:4]1[CH2:9][CH2:8][CH2:7][CH2:6][CH2:5]1.[Cl:10][C:11]1[CH:12]=[N:13][CH:14]=[C:15]([Cl:32])[C:16]=1[NH:17][C:18]1[C:27]2[C:22](=[C:23]([OH:30])[C:24]([O:28][CH3:29])=[CH:25][CH:26]=2)[O:21][C:20](=[O:31])[CH:19]=1, predict the reaction product. The product is: [CH:4]1([CH2:3][CH2:2][O:30][C:23]2[C:24]([O:28][CH3:29])=[CH:25][CH:26]=[C:27]3[C:22]=2[O:21][C:20](=[O:31])[CH:19]=[C:18]3[NH:17][C:16]2[C:15]([Cl:32])=[CH:14][N:13]=[CH:12][C:11]=2[Cl:10])[CH2:9][CH2:8][CH2:7][CH2:6][CH2:5]1.